Dataset: Full USPTO retrosynthesis dataset with 1.9M reactions from patents (1976-2016). Task: Predict the reactants needed to synthesize the given product. (1) Given the product [CH:1]1([C:4]2[N:8]([CH3:9])[C:7]3[CH:10]=[C:11]([N:14]4[CH:19]=[CH:18][C:17]([O:20][CH2:29][C:27]5[S:28][C:24]([C:23]([F:32])([F:31])[F:22])=[CH:25][CH:26]=5)=[CH:16][C:15]4=[O:21])[CH:12]=[CH:13][C:6]=3[N:5]=2)[CH2:2][CH2:3]1, predict the reactants needed to synthesize it. The reactants are: [CH:1]1([C:4]2[N:8]([CH3:9])[C:7]3[CH:10]=[C:11]([N:14]4[CH:19]=[CH:18][C:17]([OH:20])=[CH:16][C:15]4=[O:21])[CH:12]=[CH:13][C:6]=3[N:5]=2)[CH2:3][CH2:2]1.[F:22][C:23]([F:32])([F:31])[C:24]1[S:28][C:27]([CH2:29]O)=[CH:26][CH:25]=1.C(P(CCCC)CCCC)CCC.N(C(N1CCCCC1)=O)=NC(N1CCCCC1)=O. (2) The reactants are: N[C@@H]1C2C(=CC=CC=2)C[C@@H]1O.O1CCCC1.[C:17]([C:21]1[CH:26]=[CH:25][C:24]([CH:27]([OH:52])[C:28]2[C:29]([C:45]3[CH:50]=[CH:49][C:48]([F:51])=[CH:47][CH:46]=3)=[C:30]3[C:38](=[CH:39][C:40]=2[CH:41]([CH3:43])[CH3:42])[O:37][C:33]2([CH2:36][CH2:35][CH2:34]2)[CH2:32][C:31]3=[O:44])=[CH:23][CH:22]=1)([CH3:20])([CH3:19])[CH3:18]. Given the product [C:17]([C:21]1[CH:22]=[CH:23][C:24]([C@H:27]([OH:52])[C:28]2[C:29]([C:45]3[CH:46]=[CH:47][C:48]([F:51])=[CH:49][CH:50]=3)=[C:30]3[C:38](=[CH:39][C:40]=2[CH:41]([CH3:43])[CH3:42])[O:37][C:33]2([CH2:34][CH2:35][CH2:36]2)[CH2:32][C@@H:31]3[OH:44])=[CH:25][CH:26]=1)([CH3:19])([CH3:20])[CH3:18], predict the reactants needed to synthesize it.